From a dataset of Forward reaction prediction with 1.9M reactions from USPTO patents (1976-2016). Predict the product of the given reaction. (1) Given the reactants [H-].[Na+].[C:3]1([C:9]2[C:10]3[CH:19]=[CH:18][CH:17]=[CH:16][C:11]=3[NH:12][CH2:13][CH2:14][N:15]=2)[CH:8]=[CH:7][CH:6]=[CH:5][CH:4]=1.[CH3:20][O:21][C:22]1[CH:29]=[CH:28][C:25]([CH2:26]Cl)=[CH:24][CH:23]=1, predict the reaction product. The product is: [CH3:20][O:21][C:22]1[CH:29]=[CH:28][C:25]([CH2:26][N:12]2[C:11]3[CH:16]=[CH:17][CH:18]=[CH:19][C:10]=3[C:9]([C:3]3[CH:4]=[CH:5][CH:6]=[CH:7][CH:8]=3)=[N:15][CH2:14][CH2:13]2)=[CH:24][CH:23]=1. (2) The product is: [CH2:51]([N:48]1[CH2:47][CH2:46][N:45]([C:37]2[C:38]3[C:43](=[CH:42][CH:41]=[CH:40][CH:39]=3)[CH:44]=[C:35]([C:7]3[CH:6]=[CH:5][C:4]([C:3](=[O:23])[N:2]([CH2:24][CH2:25][O:26][CH2:27][C:28]4[CH:29]=[CH:30][CH:31]=[CH:32][CH:33]=4)[CH3:1])=[CH:9][CH:8]=3)[N:36]=2)[CH2:50][CH2:49]1)[CH3:52]. Given the reactants [CH3:1][N:2]([CH2:24][CH2:25][O:26][CH2:27][C:28]1[CH:33]=[CH:32][CH:31]=[CH:30][CH:29]=1)[C:3](=[O:23])[C:4]1[CH:9]=[CH:8][C:7]([Sn](CCCC)(CCCC)CCCC)=[CH:6][CH:5]=1.Br[C:35]1[N:36]=[C:37]([N:45]2[CH2:50][CH2:49][N:48]([CH2:51][CH3:52])[CH2:47][CH2:46]2)[C:38]2[C:43]([CH:44]=1)=[CH:42][CH:41]=[CH:40][CH:39]=2, predict the reaction product. (3) Given the reactants [F:1][C:2]([F:23])([F:22])[C:3]1[CH:4]=[C:5]([CH2:9][C:10]([NH:12][C:13]2[N:18]=[CH:17][C:16](B(O)O)=[CH:15][CH:14]=2)=[O:11])[CH:6]=[CH:7][CH:8]=1.Br[C:25]1[CH:30]=[CH:29][C:28]([C:31]2([O:35][CH2:36][C:37]([OH:39])=[O:38])[CH2:34][CH2:33][CH2:32]2)=[C:27]([F:40])[CH:26]=1.P([O-])([O-])([O-])=O.[K+].[K+].[K+].CN(C)C(=O)C, predict the reaction product. The product is: [F:40][C:27]1[CH:26]=[C:25]([C:16]2[CH:17]=[N:18][C:13]([NH:12][C:10](=[O:11])[CH2:9][C:5]3[CH:6]=[CH:7][CH:8]=[C:3]([C:2]([F:23])([F:22])[F:1])[CH:4]=3)=[CH:14][CH:15]=2)[CH:30]=[CH:29][C:28]=1[C:31]1([O:35][CH2:36][C:37]([OH:39])=[O:38])[CH2:34][CH2:33][CH2:32]1. (4) Given the reactants C(OC([N:8]1[CH2:13][CH2:12][C:11]([C:19]([C:31]2[CH:36]=[CH:35][C:34]([C:37]([F:40])([F:39])[F:38])=[CH:33][CH:32]=2)([C:21]2[CH:26]=[CH:25][C:24]([C:27]([F:30])([F:29])[F:28])=[CH:23][CH:22]=2)[Cl:20])([C:14]([O:16][CH2:17][CH3:18])=[O:15])[CH2:10][CH2:9]1)=O)(C)(C)C.FC(F)(F)C(O)=O, predict the reaction product. The product is: [F:39][C:37]([F:38])([F:40])[C:34]1[CH:33]=[CH:32][C:31]([C:19]([C:21]2[CH:22]=[CH:23][C:24]([C:27]([F:30])([F:29])[F:28])=[CH:25][CH:26]=2)([Cl:20])[C:11]2([C:14]([O:16][CH2:17][CH3:18])=[O:15])[CH2:10][CH2:9][NH:8][CH2:13][CH2:12]2)=[CH:36][CH:35]=1. (5) Given the reactants C1(P(=[CH:20][C:21]([O:23][CH3:24])=[O:22])(C2C=CC=CC=2)C2C=CC=CC=2)C=CC=CC=1.[C:25]1([CH3:33])[CH:30]=[CH:29][C:28]([CH:31]=O)=[CH:27][CH:26]=1, predict the reaction product. The product is: [C:25]1([CH3:33])[CH:30]=[CH:29][C:28](/[CH:31]=[CH:20]/[C:21]([O:23][CH3:24])=[O:22])=[CH:27][CH:26]=1. (6) Given the reactants [CH3:1][O:2][C:3]1[N:8]=[CH:7][C:6](B(O)O)=[CH:5][CH:4]=1.FC(F)(F)S(O[C:18]1[C@@:22]2([CH3:40])[CH2:23][CH2:24][C@H:25]3[C@H:34]([C@@H:21]2[CH2:20][CH:19]=1)[CH2:33][CH:32]=[C:31]1[C@:26]3([CH3:39])[CH2:27][CH2:28][C:29](=[O:38])[N:30]1[CH:35]1[CH2:37][CH2:36]1)(=O)=O, predict the reaction product. The product is: [CH:35]1([N:30]2[C:31]3[C@@:26]([CH3:39])([C@H:25]4[CH2:24][CH2:23][C@@:22]5([CH3:40])[C@@H:21]([CH2:20][CH:19]=[C:18]5[C:6]5[CH:7]=[N:8][C:3]([O:2][CH3:1])=[CH:4][CH:5]=5)[C@@H:34]4[CH2:33][CH:32]=3)[CH2:27][CH2:28][C:29]2=[O:38])[CH2:37][CH2:36]1. (7) Given the reactants Cl.[CH3:2][N:3]1[CH2:8][CH2:7][C:6]([C:12]2[CH:17]=[CH:16][C:15]([F:18])=[CH:14][CH:13]=2)([C:9](O)=[O:10])[CH2:5][CH2:4]1.[H-].[H-].[H-].[H-].[Li+].[Al+3].Cl.[OH-].[Na+], predict the reaction product. The product is: [CH3:2][N:3]1[CH2:8][CH2:7][C:6]([CH2:9][OH:10])([C:12]2[CH:13]=[CH:14][C:15]([F:18])=[CH:16][CH:17]=2)[CH2:5][CH2:4]1.